This data is from Full USPTO retrosynthesis dataset with 1.9M reactions from patents (1976-2016). The task is: Predict the reactants needed to synthesize the given product. (1) Given the product [S:25]([O:12][CH2:11][C:10]1[CH:13]=[CH:14][CH:15]=[CH:16][C:9]=1[O:8][CH2:1][C:2]1[CH:3]=[CH:4][CH:5]=[CH:6][CH:7]=1)(=[O:27])(=[O:26])[CH3:24], predict the reactants needed to synthesize it. The reactants are: [CH2:1]([O:8][C:9]1[CH:16]=[CH:15][CH:14]=[CH:13][C:10]=1[CH2:11][OH:12])[C:2]1[CH:7]=[CH:6][CH:5]=[CH:4][CH:3]=1.C(N(CC)CC)C.[CH3:24][S:25](Cl)(=[O:27])=[O:26]. (2) Given the product [F:23][C:20]1[CH:21]=[CH:22][C:17]([NH:16][C:15](=[O:24])[CH:11]([CH:12]([CH3:14])[CH3:13])[CH2:10][CH:9]([OH:25])[CH:8]([NH2:7])[CH2:26][CH:27]([CH2:31][C:32]2[CH:33]=[C:34]3[C:38](=[CH:39][CH:40]=2)[N:37]([CH3:41])[CH:36]=[C:35]3[CH2:42][CH2:43][CH2:44][O:45][CH3:46])[CH:28]([CH3:30])[CH3:29])=[N:18][CH:19]=1, predict the reactants needed to synthesize it. The reactants are: C(OC(=O)[NH:7][CH:8]([CH2:26][CH:27]([CH2:31][C:32]1[CH:33]=[C:34]2[C:38](=[CH:39][CH:40]=1)[N:37]([CH3:41])[CH:36]=[C:35]2[CH2:42][CH2:43][CH2:44][O:45][CH3:46])[CH:28]([CH3:30])[CH3:29])[CH:9]([OH:25])[CH2:10][CH:11]([C:15](=[O:24])[NH:16][C:17]1[CH:22]=[CH:21][C:20]([F:23])=[CH:19][N:18]=1)[CH:12]([CH3:14])[CH3:13])(C)(C)C.FC(F)(F)C(O)=O. (3) Given the product [Cl:8][C:5]1[CH:6]=[CH:7][C:2]([NH:15][C:16]2[CH:17]=[CH:18][C:19]([F:46])=[C:20]([C@:22]34[CH2:30][CH2:29][CH2:28][C@H:27]3[CH2:26][S:25][C:24]([N:31]([C:39]([O:41][C:42]([CH3:45])([CH3:44])[CH3:43])=[O:40])[C:32]([O:34][C:35]([CH3:37])([CH3:38])[CH3:36])=[O:33])=[N:23]4)[CH:21]=2)=[N:3][CH:4]=1, predict the reactants needed to synthesize it. The reactants are: Br[C:2]1[CH:7]=[CH:6][C:5]([Cl:8])=[CH:4][N:3]=1.C(O[Na])(C)(C)C.[NH2:15][C:16]1[CH:17]=[CH:18][C:19]([F:46])=[C:20]([C@:22]23[CH2:30][CH2:29][CH2:28][C@H:27]2[CH2:26][S:25][C:24]([N:31]([C:39]([O:41][C:42]([CH3:45])([CH3:44])[CH3:43])=[O:40])[C:32]([O:34][C:35]([CH3:38])([CH3:37])[CH3:36])=[O:33])=[N:23]3)[CH:21]=1.O.